Dataset: Forward reaction prediction with 1.9M reactions from USPTO patents (1976-2016). Task: Predict the product of the given reaction. (1) Given the reactants [Br:1][C:2]1[CH:3]=[C:4]([O:9][C:10]2[C:15]([F:16])=[C:14]([CH2:17]Br)[CH:13]=[CH:12][C:11]=2[Cl:19])[CH:5]=[C:6]([Cl:8])[CH:7]=1.[NH3:20], predict the reaction product. The product is: [Br:1][C:2]1[CH:3]=[C:4]([O:9][C:10]2[C:15]([F:16])=[C:14]([CH2:17][NH2:20])[CH:13]=[CH:12][C:11]=2[Cl:19])[CH:5]=[C:6]([Cl:8])[CH:7]=1. (2) Given the reactants [NH3:1].Cl/[C:3](=[N:9]\[NH:10][C:11]1[CH:16]=[CH:15][CH:14]=[CH:13][CH:12]=1)/[C:4]([O:6][CH2:7][CH3:8])=[O:5], predict the reaction product. The product is: [NH2:1]/[C:3](=[N:9]\[NH:10][C:11]1[CH:16]=[CH:15][CH:14]=[CH:13][CH:12]=1)/[C:4]([O:6][CH2:7][CH3:8])=[O:5]. (3) Given the reactants I[C:2]1[CH:3]=[N:4][CH:5]=[CH:6][CH:7]=1.[F:8][C:9]([F:20])([F:19])[C:10]1[CH:15]=[CH:14][C:13](B(O)O)=[CH:12][CH:11]=1.C(=O)([O-])[O-].[Na+].[Na+], predict the reaction product. The product is: [F:8][C:9]([F:20])([F:19])[C:10]1[CH:15]=[CH:14][C:13]([C:2]2[CH:3]=[N:4][CH:5]=[CH:6][CH:7]=2)=[CH:12][CH:11]=1. (4) Given the reactants [C:1]([O:5][C:6](=[O:21])[CH2:7][O:8][C:9]1[C:14]2[CH2:15][CH2:16][CH2:17][CH2:18][CH:19]([NH2:20])[C:13]=2[CH:12]=[CH:11][CH:10]=1)([CH3:4])([CH3:3])[CH3:2].[C:22]1([C:28]2[CH:29]=[C:30]([S:34](Cl)(=[O:36])=[O:35])[CH:31]=[CH:32][CH:33]=2)[CH:27]=[CH:26][CH:25]=[CH:24][CH:23]=1.C(N(C(C)C)CC)(C)C, predict the reaction product. The product is: [C:1]([O:5][C:6](=[O:21])[CH2:7][O:8][C:9]1[C:14]2[CH2:15][CH2:16][CH2:17][CH2:18][CH:19]([NH:20][S:34]([C:30]3[CH:29]=[C:28]([C:22]4[CH:23]=[CH:24][CH:25]=[CH:26][CH:27]=4)[CH:33]=[CH:32][CH:31]=3)(=[O:36])=[O:35])[C:13]=2[CH:12]=[CH:11][CH:10]=1)([CH3:4])([CH3:2])[CH3:3]. (5) Given the reactants Br[C:2]1[S:3][C:4]([NH:33]C(=O)OC(C)(C)C)=[C:5]([C:7](=[O:32])[NH:8][C:9]2[CH:10]=[N:11][N:12]([CH3:31])[C:13]=2[C@@H:14]2[CH2:20][CH2:19][C@@H:18]([NH:21]C(OC(C)(C)C)=O)[C@@H:17]([O:29][CH3:30])[CH2:16][O:15]2)[N:6]=1.[F:41][C:42]1[CH:47]=[CH:46][CH:45]=[C:44]([C:48]([F:51])([F:50])[F:49])[C:43]=1B(O)O, predict the reaction product. The product is: [NH2:33][C:4]1[S:3][C:2]([C:43]2[C:44]([C:48]([F:50])([F:51])[F:49])=[CH:45][CH:46]=[CH:47][C:42]=2[F:41])=[N:6][C:5]=1[C:7]([NH:8][C:9]1[CH:10]=[N:11][N:12]([CH3:31])[C:13]=1[C@@H:14]1[CH2:20][CH2:19][C@@H:18]([NH2:21])[C@@H:17]([O:29][CH3:30])[CH2:16][O:15]1)=[O:32]. (6) Given the reactants C([N:8]1[CH2:12][CH2:11][CH:10]([C:13]([O:15][CH3:16])=[O:14])[CH2:9]1)C1C=CC=CC=1.[ClH:17], predict the reaction product. The product is: [ClH:17].[CH3:16][O:15][C:13]([CH:10]1[CH2:11][CH2:12][NH:8][CH2:9]1)=[O:14]. (7) Given the reactants C(OC([N:8]1[CH2:13][CH2:12][N:11]([CH2:14][C:15]2[CH:16]=[C:17]([CH:46]=[CH:47][CH:48]=2)[C:18]([O:20][C:21]2[CH:22]=[CH:23][C:24]3[C:30]4[C:31]([O:39][CH3:40])=[C:32]([O:37][CH3:38])[C:33]([O:35][CH3:36])=[CH:34][C:29]=4[CH2:28][CH2:27][C@H:26]([NH:41][C:42](=[O:44])[CH3:43])[C:25]=3[CH:45]=2)=[O:19])[CH2:10][CH2:9]1)=O)(C)(C)C.Cl.CCOCC, predict the reaction product. The product is: [N:11]1([CH2:14][C:15]2[CH:16]=[C:17]([CH:46]=[CH:47][CH:48]=2)[C:18]([O:20][C:21]2[CH:22]=[CH:23][C:24]3[C:30]4[C:31]([O:39][CH3:40])=[C:32]([O:37][CH3:38])[C:33]([O:35][CH3:36])=[CH:34][C:29]=4[CH2:28][CH2:27][C@H:26]([NH:41][C:42](=[O:44])[CH3:43])[C:25]=3[CH:45]=2)=[O:19])[CH2:10][CH2:9][NH:8][CH2:13][CH2:12]1. (8) Given the reactants [H-].[Al+3].[Li+].[H-].[H-].[H-].CO[C:9](=O)[NH:10][CH2:11][CH:12]1[CH2:16][C:15]2[CH:17]=[C:18]([Cl:27])[CH:19]=[C:20]([CH:21]3[CH2:26][CH2:25][CH2:24][CH2:23][CH2:22]3)[C:14]=2[O:13]1.Cl, predict the reaction product. The product is: [Cl:27][C:18]1[CH:19]=[C:20]([CH:21]2[CH2:26][CH2:25][CH2:24][CH2:23][CH2:22]2)[C:14]2[O:13][CH:12]([CH2:11][NH:10][CH3:9])[CH2:16][C:15]=2[CH:17]=1. (9) Given the reactants [N:1]1([C:11]2[CH:20]=[CH:19][C:14]([C:15]([O:17][CH3:18])=[O:16])=[CH:13][CH:12]=2)[C:10]2[C:5](=[CH:6][CH:7]=[CH:8][CH:9]=2)[NH:4][CH2:3][CH2:2]1.ClCCl.ClC(Cl)(O[C:28](=[O:34])OC(Cl)(Cl)Cl)Cl.Cl.Cl.[NH:38]1[CH2:42][CH2:41][CH:40]([C:43]2[CH:44]=[N:45][NH:46][CH:47]=2)[CH2:39]1, predict the reaction product. The product is: [NH:45]1[CH:44]=[C:43]([CH:40]2[CH2:41][CH2:42][N:38]([C:28]([N:4]3[C:5]4[C:10](=[CH:9][CH:8]=[CH:7][CH:6]=4)[N:1]([C:11]4[CH:20]=[CH:19][C:14]([C:15]([O:17][CH3:18])=[O:16])=[CH:13][CH:12]=4)[CH2:2][CH2:3]3)=[O:34])[CH2:39]2)[CH:47]=[N:46]1. (10) The product is: [Cl:16][C:17]1[CH:22]=[CH:21][C:20]([NH:23][C:24]([N:8]2[CH2:7][CH2:6][N:5]([C:9]([O:11][C:12]([CH3:15])([CH3:14])[CH3:13])=[O:10])[CH2:4][CH:3]2[CH2:2][OH:1])=[O:25])=[CH:19][CH:18]=1. Given the reactants [OH:1][CH2:2][CH:3]1[NH:8][CH2:7][CH2:6][N:5]([C:9]([O:11][C:12]([CH3:15])([CH3:14])[CH3:13])=[O:10])[CH2:4]1.[Cl:16][C:17]1[CH:22]=[CH:21][C:20]([N:23]=[C:24]=[O:25])=[CH:19][CH:18]=1, predict the reaction product.